Dataset: Peptide-MHC class I binding affinity with 185,985 pairs from IEDB/IMGT. Task: Regression. Given a peptide amino acid sequence and an MHC pseudo amino acid sequence, predict their binding affinity value. This is MHC class I binding data. The peptide sequence is DILSGIFSNPHP. The MHC is HLA-A68:02 with pseudo-sequence HLA-A68:02. The binding affinity (normalized) is 0.186.